The task is: Predict the reaction yield, written as a fraction of the theoretical maximum amount of product (1.0 means a 100% yield; for example, 0.34 means a 34% yield).. This data is from Reaction yield outcomes from USPTO patents with 853,638 reactions. (1) The reactants are [NH2:1][C:2]1[CH:3]=[C:4]([OH:8])[CH:5]=[CH:6][CH:7]=1.[F:9][C:10]([F:23])([O:14][C:15]1[CH:16]=[C:17]([CH:20]=[CH:21][CH:22]=1)[CH:18]=O)[CH:11]([F:13])[F:12].C(O[BH-](OC(=O)C)OC(=O)C)(=O)C.[Na+].C(O)(=O)C. The catalyst is ClCCCl.O. The product is [F:9][C:10]([F:23])([O:14][C:15]1[CH:16]=[C:17]([CH2:18][NH:1][C:2]2[CH:3]=[C:4]([OH:8])[CH:5]=[CH:6][CH:7]=2)[CH:20]=[CH:21][CH:22]=1)[CH:11]([F:12])[F:13]. The yield is 0.780. (2) The reactants are O=[CH:2][CH2:3][NH:4][C:5]([C:7]1[N:8]=[C:9]2[CH:18]=[CH:17][C:16]3[C:15]([C:19]([F:22])([F:21])[F:20])=[CH:14][C:13]([C:23]([F:26])([F:25])[F:24])=[N:12][C:11]=3[N:10]2[CH:27]=1)=[O:6].ClC(Cl)(Cl)C(Cl)(Cl)Cl.C1C=CC(P(C2C=CC=CC=2)C2C=CC=CC=2)=CC=1.CCN(CC)CC. The catalyst is C(Cl)Cl. The yield is 0.350. The product is [F:26][C:23]([F:24])([F:25])[C:13]1[CH:14]=[C:15]([C:19]([F:21])([F:22])[F:20])[C:16]2[CH:17]=[CH:18][C:9]3[N:10]([CH:27]=[C:7]([C:5]4[O:6][CH:2]=[CH:3][N:4]=4)[N:8]=3)[C:11]=2[N:12]=1. (3) The reactants are F[C:2]1[C:7]([F:8])=[CH:6][CH:5]=[C:4]([F:9])[N:3]=1.[NH2:10][CH2:11][C:12]1([C:18]#[N:19])[CH2:17][CH2:16][O:15][CH2:14][CH2:13]1.C(N(CC)CC)C. The catalyst is CS(C)=O. The product is [F:8][C:7]1[C:2]([NH:19][CH2:18][C:12]2([C:11]#[N:10])[CH2:17][CH2:16][O:15][CH2:14][CH2:13]2)=[N:3][C:4]([F:9])=[CH:5][CH:6]=1. The yield is 0.482. (4) The reactants are Br[C:2]1[CH:3]=[CH:4][C:5]2[O:11][CH2:10][CH2:9][N:8]3[CH:12]=[C:13]([C:15]4[N:19]([CH:20]([CH3:22])[CH3:21])[N:18]=[CH:17][N:16]=4)[N:14]=[C:7]3[C:6]=2[CH:23]=1.[N:24]1[CH:29]=[C:28](B(O)O)[CH:27]=[N:26][CH:25]=1.C([O-])([O-])=O.[Cs+].[Cs+].O. The catalyst is O1CCOCC1.C1C=CC(P(C2C=CC=CC=2)[C-]2C=CC=C2)=CC=1.C1C=CC(P(C2C=CC=CC=2)[C-]2C=CC=C2)=CC=1.Cl[Pd]Cl.[Fe+2]. The product is [CH:20]([N:19]1[C:15]([C:13]2[N:14]=[C:7]3[C:6]4[CH:23]=[C:2]([C:28]5[CH:29]=[N:24][CH:25]=[N:26][CH:27]=5)[CH:3]=[CH:4][C:5]=4[O:11][CH2:10][CH2:9][N:8]3[CH:12]=2)=[N:16][CH:17]=[N:18]1)([CH3:22])[CH3:21]. The yield is 0.130. (5) The reactants are [CH3:1][C:2]1([CH3:15])[C:11]2[C:6](=[CH:7][C:8]([N+:12]([O-:14])=[O:13])=[CH:9][CH:10]=2)[NH:5][CH2:4][CH2:3]1.[CH3:16][C:17]([O:20][C:21](O[C:21]([O:20][C:17]([CH3:19])([CH3:18])[CH3:16])=[O:22])=[O:22])([CH3:19])[CH3:18]. No catalyst specified. The product is [C:17]([O:20][C:21]([N:5]1[C:6]2[C:11](=[CH:10][CH:9]=[C:8]([N+:12]([O-:14])=[O:13])[CH:7]=2)[C:2]([CH3:15])([CH3:1])[CH2:3][CH2:4]1)=[O:22])([CH3:19])([CH3:18])[CH3:16]. The yield is 0.220.